This data is from Full USPTO retrosynthesis dataset with 1.9M reactions from patents (1976-2016). The task is: Predict the reactants needed to synthesize the given product. (1) Given the product [Cl:1][C:2]1[CH:7]=[CH:6][C:5]([S:8]([NH:11][C@@H:12]([C:20]2[CH:24]=[C:23]([O:25][CH3:26])[O:22][N:21]=2)[CH2:13][C:14]2[CH:19]=[CH:18][CH:17]=[CH:16][CH:15]=2)(=[O:10])=[O:9])=[CH:4][CH:3]=1, predict the reactants needed to synthesize it. The reactants are: [Cl:1][C:2]1[CH:7]=[CH:6][C:5]([S:8]([NH:11][C@@H:12]([C:20]2[CH2:24][C:23](=[O:25])[O:22][N:21]=2)[CH2:13][C:14]2[CH:19]=[CH:18][CH:17]=[CH:16][CH:15]=2)(=[O:10])=[O:9])=[CH:4][CH:3]=1.[CH3:26][Si](CNN)(C)C.O. (2) Given the product [CH3:22][O:15][C:14]([C:5]1[C:4](=[O:17])[CH:3]=[C:2]([CH3:1])[N:7]([C:8]2[N:9]([CH3:13])[N:10]=[CH:11][CH:12]=2)[CH:6]=1)=[O:16], predict the reactants needed to synthesize it. The reactants are: [CH3:1][C:2]1[N:7]([C:8]2[N:9]([CH3:13])[N:10]=[CH:11][CH:12]=2)[CH:6]=[C:5]([C:14]([OH:16])=[O:15])[C:4](=[O:17])[CH:3]=1.S(Cl)(Cl)=O.[CH3:22]O. (3) Given the product [F:30][C:29]([F:32])([F:31])[S:26]([O:28]/[C:11](=[C:10]1/[CH:14]([CH2:15][CH2:16][CH2:17][CH2:18][CH3:19])[O:13][CH:7]([C:1]2[CH:6]=[CH:5][CH:4]=[CH:3][CH:2]=2)[CH2:8][CH2:9]/1)/[CH3:12])(=[O:27])=[O:25], predict the reactants needed to synthesize it. The reactants are: [C:1]1([CH:7]([OH:13])[CH2:8][CH2:9][C:10]#[C:11][CH3:12])[CH:6]=[CH:5][CH:4]=[CH:3][CH:2]=1.[CH:14](=O)[CH2:15][CH2:16][CH2:17][CH2:18][CH3:19].C[Si]([O:25][S:26]([C:29]([F:32])([F:31])[F:30])(=[O:28])=[O:27])(C)C.C([O-])(O)=O.[Na+]. (4) Given the product [CH2:6]([O:8][CH2:9][CH2:10][O:11][C:12]1[CH:13]=[CH:14][C:15]([CH2:18][CH2:19][Ge:20]([C:23]2[S:24][C:25]([I:34])=[C:26]([CH2:28][CH2:29][CH2:30][CH2:31][CH2:32][CH3:33])[CH:27]=2)([CH3:21])[CH3:22])=[CH:16][CH:17]=1)[CH3:7], predict the reactants needed to synthesize it. The reactants are: [Li]CCCC.[CH2:6]([O:8][CH2:9][CH2:10][O:11][C:12]1[CH:17]=[CH:16][C:15]([CH2:18][CH2:19][Ge:20]([C:23]2[S:24][CH:25]=[C:26]([CH2:28][CH2:29][CH2:30][CH2:31][CH2:32][CH3:33])[CH:27]=2)([CH3:22])[CH3:21])=[CH:14][CH:13]=1)[CH3:7].[I:34]CCI. (5) Given the product [CH3:38][CH:37]([N:27]1[N:28]=[N:29][C:25]([N:22]2[CH2:23][CH2:24][CH:19]([CH2:18][O:17][C:14]3[CH:15]=[CH:16][C:11]([C:8]4[CH:7]=[CH:6][C:5]([S:2]([CH3:1])(=[O:4])=[O:3])=[CH:10][CH:9]=4)=[N:12][CH:13]=3)[CH2:20][CH2:21]2)=[N:26]1)[CH3:39], predict the reactants needed to synthesize it. The reactants are: [CH3:1][S:2]([C:5]1[CH:10]=[CH:9][C:8]([C:11]2[CH:16]=[CH:15][C:14]([O:17][CH2:18][CH:19]3[CH2:24][CH2:23][N:22]([C:25]4[NH:29][N:28]=[N:27][N:26]=4)[CH2:21][CH2:20]3)=[CH:13][N:12]=2)=[CH:7][CH:6]=1)(=[O:4])=[O:3].C(=O)([O-])[O-].[K+].[K+].I[CH:37]([CH3:39])[CH3:38].